From a dataset of Forward reaction prediction with 1.9M reactions from USPTO patents (1976-2016). Predict the product of the given reaction. (1) Given the reactants C([O:8][C:9]1[CH:10]=[C:11]([C:15]2[N:16]=[C:17]([N:24]3[CH2:29][CH2:28][O:27][CH2:26][CH2:25]3)[C:18]3[NH:23][CH:22]=[CH:21][C:19]=3[N:20]=2)[CH:12]=[CH:13][CH:14]=1)C1C=CC=CC=1.C(O)(=O)C, predict the reaction product. The product is: [N:24]1([C:17]2[C:18]3[NH:23][CH:22]=[CH:21][C:19]=3[N:20]=[C:15]([C:11]3[CH:10]=[C:9]([OH:8])[CH:14]=[CH:13][CH:12]=3)[N:16]=2)[CH2:29][CH2:28][O:27][CH2:26][CH2:25]1. (2) Given the reactants Br[C:2]1[CH:7]=[CH:6][C:5]([OH:8])=[C:4]([CH3:9])[C:3]=1[CH2:10][OH:11].C([Cu])#N.CN([CH:18]=[O:19])C, predict the reaction product. The product is: [OH:8][C:5]1[C:4]([CH3:9])=[C:3]2[C:2](=[CH:7][CH:6]=1)[C:18](=[O:19])[O:11][CH2:10]2. (3) Given the reactants N[C:2]1[CH:3]=[CH:4][CH:5]=[C:6]2[C:10]=1[C:9](=[O:11])[N:8]([CH3:12])[CH:7]2[CH3:13].N([O-])=[O:15].[Na+].O.[Na+].[Cl-], predict the reaction product. The product is: [OH:15][C:2]1[CH:3]=[CH:4][CH:5]=[C:6]2[C:10]=1[C:9](=[O:11])[N:8]([CH3:12])[CH:7]2[CH3:13]. (4) Given the reactants [CH2:1]([N:8]1[C:12]([CH2:13][CH2:14][CH2:15][CH2:16][CH:17]=C)=[N:11][N:10]=[N:9]1)[C:2]1[CH:7]=[CH:6][CH:5]=[CH:4][CH:3]=1.I([O-])(=O)(=O)=[O:20].[Na+].C(OCC)(=O)C, predict the reaction product. The product is: [CH2:1]([N:8]1[C:12]([CH2:13][CH2:14][CH2:15][CH2:16][CH:17]=[O:20])=[N:11][N:10]=[N:9]1)[C:2]1[CH:7]=[CH:6][CH:5]=[CH:4][CH:3]=1. (5) Given the reactants [NH2:1][C:2]1[N:7]=[CH:6][N:5]=[C:4]([NH:8][C@H:9]([C:20]2[N:25]([C:26]3[CH:31]=[C:30]([F:32])[CH:29]=[C:28]([F:33])[CH:27]=3)[C:24](=[O:34])[C:23]3=[C:35]([C:38]#[N:39])[CH:36]=[CH:37][N:22]3[N:21]=2)[CH2:10][CH2:11][O:12][CH2:13][C:14]2[CH:19]=[CH:18][CH:17]=[CH:16][CH:15]=2)[C:3]=1I.[F:41][C:42]1[CH:43]=[C:44](B(O)O)[CH:45]=[C:46]([OH:48])[CH:47]=1.C(=O)([O-])[O-].[Na+].[Na+], predict the reaction product. The product is: [NH2:1][C:2]1[N:7]=[CH:6][N:5]=[C:4]([NH:8][C@H:9]([C:20]2[N:25]([C:26]3[CH:31]=[C:30]([F:32])[CH:29]=[C:28]([F:33])[CH:27]=3)[C:24](=[O:34])[C:23]3=[C:35]([C:38]#[N:39])[CH:36]=[CH:37][N:22]3[N:21]=2)[CH2:10][CH2:11][O:12][CH2:13][C:14]2[CH:19]=[CH:18][CH:17]=[CH:16][CH:15]=2)[C:3]=1[C:44]1[CH:45]=[C:46]([OH:48])[CH:47]=[C:42]([F:41])[CH:43]=1. (6) Given the reactants [CH3:1][O:2][C:3](=[O:24])[C@H:4]([CH3:23])[NH:5][C:6](=[O:22])[C@H:7]([CH3:21])[NH:8][C:9](=[O:20])[C@H:10]([CH2:12][CH2:13][CH2:14][CH2:15][NH:16][C:17](=[S:19])[CH3:18])[NH2:11].[N:25]([C:28]1[CH:36]=[CH:35][C:31]([C:32](O)=[O:33])=[CH:30][CH:29]=1)=[N+:26]=[N-:27].C1CN([P+](ON2N=NC3C=CC=CC2=3)(N2CCCC2)N2CCCC2)CC1.F[P-](F)(F)(F)(F)F.CCN(C(C)C)C(C)C, predict the reaction product. The product is: [CH3:1][O:2][C:3](=[O:24])[C@H:4]([CH3:23])[NH:5][C:6](=[O:22])[C@H:7]([CH3:21])[NH:8][C:9](=[O:20])[C@H:10]([CH2:12][CH2:13][CH2:14][CH2:15][NH:16][C:17](=[S:19])[CH3:18])[NH:11][C:32](=[O:33])[C:31]1[CH:30]=[CH:29][C:28]([N:25]=[N+:26]=[N-:27])=[CH:36][CH:35]=1.